Predict the product of the given reaction. From a dataset of Forward reaction prediction with 1.9M reactions from USPTO patents (1976-2016). (1) Given the reactants C([O:8][C:9]1[CH:14]=[C:13](F)[C:12]([O:16][CH3:17])=[CH:11][C:10]=1[C:18](=[O:20])[CH3:19])C1C=CC=CC=1.[CH2:21]([N:28]1[CH2:33][CH2:32][NH:31][CH2:30][CH2:29]1)[C:22]1[CH:27]=[CH:26][CH:25]=[CH:24][CH:23]=1.C(=O)([O-])[O-].[K+].[K+], predict the reaction product. The product is: [CH2:21]([N:28]1[CH2:33][CH2:32][N:31]([C:13]2[C:12]([O:16][CH3:17])=[CH:11][C:10]([C:18](=[O:20])[CH3:19])=[C:9]([OH:8])[CH:14]=2)[CH2:30][CH2:29]1)[C:22]1[CH:23]=[CH:24][CH:25]=[CH:26][CH:27]=1. (2) Given the reactants [NH2:1][CH2:2][CH2:3][NH:4][S:5]([C:8]1[CH:9]=[C:10]([CH:27]=[CH:28][CH:29]=1)[CH2:11][NH:12][C:13]([C:15]1[CH:16]=[N:17][C:18]([C:21]2[CH:26]=[CH:25][CH:24]=[CH:23][CH:22]=2)=[N:19][CH:20]=1)=[O:14])(=[O:7])=[O:6].P([O-])([O-])([O-])=O.[K+].[K+].[K+].[CH:38]1[C:43]([C:44](O)=[O:45])=[CH:42][C:41]2[C:47]([O:49][C:50]3([C:60]4[CH:61]=[CH:62][C:63]([OH:65])=[CH:64][C:59]=4[O:58][C:52]4[CH:53]=[C:54]([OH:57])[CH:55]=[CH:56][C:51]3=4)[C:40]=2[CH:39]=1)=[O:48], predict the reaction product. The product is: [OH:57][C:54]1[CH:53]=[C:52]2[C:51](=[CH:56][CH:55]=1)[C:50]([C:40]1[CH:39]=[CH:38][C:43]([C:44](=[O:45])[NH:1][CH2:2][CH2:3][NH:4][S:5]([C:8]3[CH:29]=[CH:28][CH:27]=[C:10]([CH2:11][NH:12][C:13]([C:15]4[CH:20]=[N:19][C:18]([C:21]5[CH:22]=[CH:23][CH:24]=[CH:25][CH:26]=5)=[N:17][CH:16]=4)=[O:14])[CH:9]=3)(=[O:6])=[O:7])=[CH:42][C:41]=1[C:47]([OH:49])=[O:48])=[C:60]1[C:59](=[CH:64][C:63](=[O:65])[CH:62]=[CH:61]1)[O:58]2. (3) Given the reactants CS(N)(=O)=O.[N:6]1([S:10]([NH2:13])(=[O:12])=[O:11])[CH2:9][CH2:8][CH2:7]1.C(C1(COC2C(C3CC3)=CC(C(O)=O)=C(F)C=2)C2CC3CC(CC1C3)C2)#N.[CH:41]1([C:44]2[C:45]([O:54][CH:55]3[CH2:60][CH2:59][CH2:58][C:57]([CH3:62])([CH3:61])[CH2:56]3)=[CH:46][C:47]([F:53])=[C:48]([CH:52]=2)[C:49](O)=[O:50])[CH2:43][CH2:42]1, predict the reaction product. The product is: [N:6]1([S:10]([NH:13][C:49](=[O:50])[C:48]2[CH:52]=[C:44]([CH:41]3[CH2:42][CH2:43]3)[C:45]([O:54][CH:55]3[CH2:60][CH2:59][CH2:58][C:57]([CH3:62])([CH3:61])[CH2:56]3)=[CH:46][C:47]=2[F:53])(=[O:12])=[O:11])[CH2:9][CH2:8][CH2:7]1. (4) Given the reactants [NH2:1][C:2]1[C:7]([C:8]([NH:10][CH3:11])=[O:9])=[C:6](F)[C:5]([Br:13])=[CH:4][CH:3]=1.F[C:15]1C2C(=O)OC(=O)NC=2C=CC=1.CC1C2C(=O)OC(=O)NC=2C=CC=1, predict the reaction product. The product is: [NH2:1][C:2]1[C:7]([C:8]([NH:10][CH3:11])=[O:9])=[C:6]([CH3:15])[C:5]([Br:13])=[CH:4][CH:3]=1. (5) The product is: [O:56]=[S:53]1(=[O:57])[CH2:52][CH2:51][N:50]([CH2:49][CH2:48][NH:47][C@:14]23[CH2:13][CH2:12][C@@H:11]([CH:9]([N:8]4[CH2:63][CH2:62][O:61][CH2:60][CH2:59]4)[CH3:10])[C@@H:15]2[C@@H:16]2[C@@:29]([CH3:32])([CH2:30][CH2:31]3)[C@@:28]3([CH3:33])[C@@H:19]([C@:20]4([CH3:46])[C@@H:25]([CH2:26][CH2:27]3)[C:24]([CH3:34])([CH3:35])[C:23]([C:36]3[CH:37]=[CH:38][C:39]([C:40]([O:42][CH3:43])=[O:41])=[CH:44][CH:45]=3)=[CH:22][CH2:21]4)[CH2:18][CH2:17]2)[CH2:55][CH2:54]1. Given the reactants OC(C(F)(F)F)=O.[NH2:8][CH:9]([C@H:11]1[C@@H:15]2[C@@H:16]3[C@@:29]([CH3:32])([CH2:30][CH2:31][C@@:14]2([NH:47][CH2:48][CH2:49][N:50]2[CH2:55][CH2:54][S:53](=[O:57])(=[O:56])[CH2:52][CH2:51]2)[CH2:13][CH2:12]1)[C@@:28]1([CH3:33])[C@@H:19]([C@:20]2([CH3:46])[C@@H:25]([CH2:26][CH2:27]1)[C:24]([CH3:35])([CH3:34])[C:23]([C:36]1[CH:45]=[CH:44][C:39]([C:40]([O:42][CH3:43])=[O:41])=[CH:38][CH:37]=1)=[CH:22][CH2:21]2)[CH2:18][CH2:17]3)[CH3:10].Br[CH2:59][CH2:60][O:61][CH2:62][CH2:63]Br.C(N(CC)CC)C.C(C1C=C(C)C=C(C(C)(C)C)N=1)(C)(C)C, predict the reaction product. (6) Given the reactants [CH:1]1([C:7]2[C:15]3[C:10](=[CH:11][C:12]([C:16]([O:18][CH3:19])=[O:17])=[CH:13][CH:14]=3)[NH:9][C:8]=2B2OC(C)(C)C(C)(C)O2)[CH2:6][CH2:5][CH2:4][CH2:3][CH2:2]1.Br[C:30]1[CH:31]=[N:32][CH:33]=[CH:34][C:35]=1NC(=O)OC(C)(C)C.[Li+].[Cl-].[C:46]([O-:49])([O-])=[O:47].[Na+].[Na+], predict the reaction product. The product is: [C:1]([O:49][C:46]([C:35]1[CH:30]=[CH:31][N:32]=[CH:33][C:34]=1[C:8]1[NH:9][C:10]2[C:15]([C:7]=1[CH:1]1[CH2:6][CH2:5][CH2:4][CH2:3][CH2:2]1)=[CH:14][CH:13]=[C:12]([C:16]([O:18][CH3:19])=[O:17])[CH:11]=2)=[O:47])([CH3:7])([CH3:6])[CH3:2]. (7) Given the reactants [CH3:1][O:2][C:3]1[CH:11]=[CH:10][C:6]([C:7]([OH:9])=O)=[CH:5][C:4]=1/[CH:12]=[CH:13]/[C:14]1[CH:19]=[CH:18][C:17]([O:20][C:21]([F:24])([F:23])[F:22])=[CH:16][CH:15]=1.[NH2:25][CH2:26][C@@H:27]([OH:30])[CH2:28][OH:29], predict the reaction product. The product is: [OH:30][C@@H:27]([CH2:28][OH:29])[CH2:26][NH:25][C:7](=[O:9])[C:6]1[CH:10]=[CH:11][C:3]([O:2][CH3:1])=[C:4](/[CH:12]=[CH:13]/[C:14]2[CH:15]=[CH:16][C:17]([O:20][C:21]([F:24])([F:23])[F:22])=[CH:18][CH:19]=2)[CH:5]=1. (8) Given the reactants [Li]CCCC.[CH3:6][C:7](=[N:9][OH:10])[CH3:8].[Br:11][C:12]1[CH:21]=[CH:20][C:15]([C:16](OC)=O)=[CH:14][CH:13]=1.O, predict the reaction product. The product is: [Br:11][C:12]1[CH:21]=[CH:20][C:15]([C:16]2[O:10][N:9]=[C:7]([CH3:8])[CH:6]=2)=[CH:14][CH:13]=1.